Dataset: Forward reaction prediction with 1.9M reactions from USPTO patents (1976-2016). Task: Predict the product of the given reaction. Given the reactants O[C:2]1[CH:7]=[CH:6][N:5]=[CH:4][C:3]=1[NH:8][C:9](=O)[C:10]1[CH:15]=[CH:14][CH:13]=[C:12]([N+:16]([O-:18])=[O:17])[CH:11]=1.P12(SP3(SP(SP(S3)(S1)=S)(=S)S2)=S)=[S:21], predict the reaction product. The product is: [N+:16]([C:12]1[CH:11]=[C:10]([C:9]2[S:21][C:2]3[CH:7]=[CH:6][N:5]=[CH:4][C:3]=3[N:8]=2)[CH:15]=[CH:14][CH:13]=1)([O-:18])=[O:17].